Dataset: Full USPTO retrosynthesis dataset with 1.9M reactions from patents (1976-2016). Task: Predict the reactants needed to synthesize the given product. (1) Given the product [CH:1]1([N:4]2[CH2:12][C:11]3[C:6](=[CH:7][CH:8]=[C:9]([C:24]4[CH:38]=[CH:37][C:27]([CH2:28][N:29]5[C:33](=[O:34])[CH2:32][N:31]([CH3:35])[C:30]5=[O:36])=[CH:26][CH:25]=4)[CH:10]=3)[C:5]2=[O:22])[CH2:2][CH2:3]1, predict the reactants needed to synthesize it. The reactants are: [CH:1]1([N:4]2[CH2:12][C:11]3[C:6](=[CH:7][CH:8]=[C:9](B4OC(C)(C)C(C)(C)O4)[CH:10]=3)[C:5]2=[O:22])[CH2:3][CH2:2]1.Br[C:24]1[CH:38]=[CH:37][C:27]([CH2:28][N:29]2[C:33](=[O:34])[CH2:32][N:31]([CH3:35])[C:30]2=[O:36])=[CH:26][CH:25]=1.C1(P(C2CCCCC2)C2CCCCC2)CCCCC1.P([O-])([O-])([O-])=O.[K+].[K+].[K+]. (2) Given the product [Br:1][C:2]1[C:3]([N:25]([CH2:23][CH3:24])[CH2:26][CH2:27][OH:28])=[N:4][CH:5]=[C:6]([CH:21]=1)[C:7]([NH:9][C:10]1[CH:15]=[CH:14][C:13]([S:16][C:17]([F:20])([F:19])[F:18])=[CH:12][CH:11]=1)=[O:8], predict the reactants needed to synthesize it. The reactants are: [Br:1][C:2]1[C:3](Cl)=[N:4][CH:5]=[C:6]([CH:21]=1)[C:7]([NH:9][C:10]1[CH:15]=[CH:14][C:13]([S:16][C:17]([F:20])([F:19])[F:18])=[CH:12][CH:11]=1)=[O:8].[CH2:23]([NH:25][CH2:26][CH2:27][OH:28])[CH3:24]. (3) Given the product [CH3:25][O:26][C:27]1[CH:32]=[C:31]([C:2]2[N:7]3[N:8]=[CH:9][N:10]=[C:6]3[C:5]([NH:11][C:12]3[CH:17]=[CH:16][C:15]([N:18]4[CH2:23][CH2:22][N:21]([CH3:24])[CH2:20][CH2:19]4)=[CH:14][CH:13]=3)=[N:4][CH:3]=2)[CH:30]=[CH:29][N:28]=1, predict the reactants needed to synthesize it. The reactants are: Br[C:2]1[N:7]2[N:8]=[CH:9][N:10]=[C:6]2[C:5]([NH:11][C:12]2[CH:17]=[CH:16][C:15]([N:18]3[CH2:23][CH2:22][N:21]([CH3:24])[CH2:20][CH2:19]3)=[CH:14][CH:13]=2)=[N:4][CH:3]=1.[CH3:25][O:26][C:27]1[CH:32]=[C:31](B(O)O)[CH:30]=[CH:29][N:28]=1.C([O-])([O-])=O.[Na+].[Na+].